This data is from Catalyst prediction with 721,799 reactions and 888 catalyst types from USPTO. The task is: Predict which catalyst facilitates the given reaction. (1) Reactant: [Cl:1][C:2]1[C:7]2[N:8]=[CH:9][NH:10][C:6]=2[C:5]([C:11]#[N:12])=[C:4]([Cl:13])[N:3]=1.[CH3:14][Si:15]([CH3:22])([CH3:21])[CH2:16][CH2:17][O:18][CH2:19]Cl. Product: [Cl:1][C:2]1[C:7]2[N:8]=[CH:9][N:10]([CH2:19][O:18][CH2:17][CH2:16][Si:15]([CH3:22])([CH3:21])[CH3:14])[C:6]=2[C:5]([C:11]#[N:12])=[C:4]([Cl:13])[N:3]=1. The catalyst class is: 66. (2) Reactant: [CH3:1][CH:2]([CH3:21])[CH2:3][CH2:4][NH:5][C:6]([C:8]1[S:9][CH:10]=[CH:11][C:12]=1[C:13]1[CH:18]=[CH:17][CH:16]=[CH:15][C:14]=1[CH2:19][NH2:20])=[O:7].C(N(CC)CC)C.[CH2:29]([O:36][C:37](OC1CC(=O)NC1=O)=[O:38])[C:30]1[CH:35]=[CH:34][CH:33]=[CH:32][CH:31]=1. Product: [CH3:1][CH:2]([CH3:21])[CH2:3][CH2:4][NH:5][C:6]([C:8]1[S:9][CH:10]=[CH:11][C:12]=1[C:13]1[CH:18]=[CH:17][CH:16]=[CH:15][C:14]=1[CH2:19][NH:20][C:37](=[O:38])[O:36][CH2:29][C:30]1[CH:35]=[CH:34][CH:33]=[CH:32][CH:31]=1)=[O:7]. The catalyst class is: 4. (3) Reactant: [H-].[Na+].[NH:3]1[C:11]2[C:6](=[CH:7][CH:8]=[CH:9][CH:10]=2)[C:5]([C:12]([O:14][CH3:15])=[O:13])=[CH:4]1.F[C:17]1[CH:22]=[CH:21][CH:20]=[CH:19][N:18]=1. Product: [N:18]1[CH:19]=[CH:20][CH:21]=[CH:22][C:17]=1[N:3]1[C:11]2[C:6](=[CH:7][CH:8]=[CH:9][CH:10]=2)[C:5]([C:12]([O:14][CH3:15])=[O:13])=[CH:4]1. The catalyst class is: 3. (4) Reactant: [NH:1]1[CH2:6][CH2:5][CH2:4][C@H:3]([NH:7][C:8](=[O:14])[O:9][C:10]([CH3:13])([CH3:12])[CH3:11])[CH2:2]1.CCN(CC)CC.[CH:22]1[CH:27]=[CH:26][C:25]([CH2:28][O:29][C:30](Cl)=[O:31])=[CH:24][CH:23]=1. Product: [C:10]([O:9][C:8]([NH:7][C@H:3]1[CH2:4][CH2:5][CH2:6][N:1]([C:30]([O:29][CH2:28][C:25]2[CH:26]=[CH:27][CH:22]=[CH:23][CH:24]=2)=[O:31])[CH2:2]1)=[O:14])([CH3:11])([CH3:13])[CH3:12]. The catalyst class is: 2. (5) Reactant: [Br:1][C:2]1[CH:3]=[C:4]2[C:8](=[C:9]([CH2:11][CH3:12])[CH:10]=1)[NH:7][C:6](=O)[C:5]2=O.[BH4-].[Li+]. Product: [Br:1][C:2]1[CH:3]=[C:4]2[C:8](=[C:9]([CH2:11][CH3:12])[CH:10]=1)[NH:7][CH:6]=[CH:5]2. The catalyst class is: 7. (6) Reactant: [F:1][C:2]1[CH:7]=[C:6]([C:8]2[CH:17]=[C:16]3[C:11]([CH:12]=[CH:13][CH:14]=[N:15]3)=[CH:10][CH:9]=2)[CH:5]=[CH:4][C:3]=1[N:18]1[C:22](=[O:23])[NH:21][N:20]=[C:19]1[CH2:24][C@@H:25]1[CH2:29][CH2:28][N:27]([C:30]([O:32]C(C)(C)C)=O)[CH2:26]1.Cl.[CH:38]([N:41](CC)[CH:42](C)C)(C)C.CNN(NC)C(Cl)=O.[NH4+].[Cl-]. Product: [F:1][C:2]1[CH:7]=[C:6]([C:8]2[CH:17]=[C:16]3[C:11]([CH:12]=[CH:13][CH:14]=[N:15]3)=[CH:10][CH:9]=2)[CH:5]=[CH:4][C:3]=1[N:18]1[C:22](=[O:23])[NH:21][N:20]=[C:19]1[CH2:24][C@@H:25]1[CH2:29][CH2:28][N:27]([C:30]([N:41]([CH3:42])[CH3:38])=[O:32])[CH2:26]1. The catalyst class is: 346. (7) Reactant: O.[OH-].[Li+].[NH2:4][C:5]1[N:15]=[C:14]([S:16][CH3:17])[C:13]([C:18]#[N:19])=[CH:12][C:6]=1[C:7]([O:9]CC)=[O:8]. Product: [NH2:4][C:5]1[N:15]=[C:14]([S:16][CH3:17])[C:13]([C:18]#[N:19])=[CH:12][C:6]=1[C:7]([OH:9])=[O:8]. The catalyst class is: 40. (8) Product: [CH3:25][CH:26]([CH:11]([S:8]([C:4]1[CH:5]=[CH:6][CH:7]=[C:2]([CH3:1])[CH:3]=1)(=[O:9])=[O:10])[CH3:12])[CH2:27][CH2:28][OH:24]. The catalyst class is: 30. Reactant: [CH3:1][C:2]1[CH:7]=[CH:6][CH:5]=[C:4]([S:8]([CH2:11][CH:12](C)C=C)(=[O:10])=[O:9])[CH:3]=1.C([Li])CCC.CI.B.[O:24]1[CH2:28][CH2:27][CH2:26][CH2:25]1.OO.